From a dataset of Reaction yield outcomes from USPTO patents with 853,638 reactions. Predict the reaction yield, written as a fraction of the theoretical maximum amount of product (1.0 means a 100% yield; for example, 0.34 means a 34% yield). The reactants are [Br:1][C:2]1[CH:7]=[CH:6][C:5]([N:8]2[CH:12]([C:13]3[CH:18]=[CH:17][CH:16]=[CH:15][C:14]=3[O:19][CH3:20])[C:11]([C:21](=O)[C:22]([CH3:32])([CH3:31])[CH2:23][O:24]C3CCCCO3)=[C:10](O)[C:9]2=[O:35])=[CH:4][CH:3]=1.O.[NH2:37][NH2:38].C(=O)(O)[O-].[Na+]. The catalyst is C(O)(=O)C. The product is [Br:1][C:2]1[CH:7]=[CH:6][C:5]([N:8]2[CH:12]([C:13]3[CH:18]=[CH:17][CH:16]=[CH:15][C:14]=3[O:19][CH3:20])[C:11]3[C:21]([C:22]([CH2:23][OH:24])([CH3:32])[CH3:31])=[N:38][NH:37][C:10]=3[C:9]2=[O:35])=[CH:4][CH:3]=1. The yield is 0.810.